This data is from Forward reaction prediction with 1.9M reactions from USPTO patents (1976-2016). The task is: Predict the product of the given reaction. (1) Given the reactants [OH:1][C:2]1[CH:7]=[CH:6][C:5]([CH:8]2[CH2:10][CH:9]2[C:11]([O:13][CH3:14])=[O:12])=[CH:4][CH:3]=1.[CH3:15][C:16]1[CH:21]=[C:20]([O:22][CH2:23][C:24]2([CH3:28])[CH2:27][O:26][CH2:25]2)[CH:19]=[C:18]([CH3:29])[C:17]=1[C:30]1[CH:35]=[CH:34][CH:33]=[C:32]([CH2:36]O)[CH:31]=1.C(P(CCCC)CCCC)CCC.N(C(N1CCCCC1)=O)=NC(N1CCCCC1)=O, predict the reaction product. The product is: [CH3:29][C:18]1[CH:19]=[C:20]([O:22][CH2:23][C:24]2([CH3:28])[CH2:27][O:26][CH2:25]2)[CH:21]=[C:16]([CH3:15])[C:17]=1[C:30]1[CH:35]=[CH:34][CH:33]=[C:32]([CH2:36][O:1][C:2]2[CH:3]=[CH:4][C:5]([CH:8]3[CH2:10][CH:9]3[C:11]([O:13][CH3:14])=[O:12])=[CH:6][CH:7]=2)[CH:31]=1. (2) The product is: [F:1][CH:2]1[CH:7]([NH:8][C:9]2[CH:14]=[CH:13][C:12]([NH2:15])=[CH:11][CH:10]=2)[CH2:6][CH2:5][N:4]([CH3:18])[CH2:3]1. Given the reactants [F:1][CH:2]1[CH:7]([NH:8][C:9]2[CH:14]=[CH:13][C:12]([N+:15]([O-])=O)=[CH:11][CH:10]=2)[CH2:6][CH2:5][N:4]([CH3:18])[CH2:3]1, predict the reaction product.